This data is from Full USPTO retrosynthesis dataset with 1.9M reactions from patents (1976-2016). The task is: Predict the reactants needed to synthesize the given product. Given the product [C:3]([O:1][C:3]([CH3:4])([CH3:8])[CH3:9])([CH3:9])([CH3:8])[CH3:4], predict the reactants needed to synthesize it. The reactants are: [OH-:1].[Na+].[C:3]1([CH3:9])[CH:8]=CC=C[CH:4]=1.